Task: Predict the product of the given reaction.. Dataset: Forward reaction prediction with 1.9M reactions from USPTO patents (1976-2016) (1) Given the reactants [F:1][C:2]([F:7])([F:6])[C:3]([OH:5])=[O:4].[Cl:8][C:9]1[CH:52]=[CH:51][C:12]([C:13]([N:15]2[CH2:21][C:20]3[CH:22]=[CH:23][C:24]([CH2:26][CH2:27][C:28](=[O:35])[N:29]4[CH2:34][CH2:33][NH:32][CH2:31][CH2:30]4)=[CH:25][C:19]=3[N:18]([CH2:36][C:37]3[CH:42]=[CH:41][C:40]([C:43]([N:45]4[CH2:49][CH:48]=[CH:47][CH2:46]4)=[O:44])=[CH:39][CH:38]=3)[C:17](=[O:50])[CH2:16]2)=[O:14])=[CH:11][CH:10]=1.C=O.[C:55](O)(=O)C.C(O[BH-](OC(=O)C)OC(=O)C)(=O)C.[Na+], predict the reaction product. The product is: [F:1][C:2]([F:7])([F:6])[C:3]([OH:5])=[O:4].[Cl:8][C:9]1[CH:10]=[CH:11][C:12]([C:13]([N:15]2[CH2:21][C:20]3[CH:22]=[CH:23][C:24]([CH2:26][CH2:27][C:28]([N:29]4[CH2:34][CH2:33][N:32]([CH3:55])[CH2:31][CH2:30]4)=[O:35])=[CH:25][C:19]=3[N:18]([CH2:36][C:37]3[CH:42]=[CH:41][C:40]([C:43]([N:45]4[CH2:46][CH:47]=[CH:48][CH2:49]4)=[O:44])=[CH:39][CH:38]=3)[C:17](=[O:50])[CH2:16]2)=[O:14])=[CH:51][CH:52]=1. (2) Given the reactants [Cl:1][C:2]1[CH:23]=[CH:22][C:5]([C:6]([NH:8][C:9]2[CH:14]=[C:13]([N:15]3[CH2:20][CH2:19][O:18][CH2:17][CH2:16]3)[CH:12]=[C:11]([F:21])[CH:10]=2)=[O:7])=[CH:4][C:3]=1[NH:24][C:25](=[O:36])[C:26]1[CH:31]=[C:30](Cl)[CH:29]=[CH:28][C:27]=1[N+:33]([O-:35])=[O:34].[CH3:37][N:38]([CH3:43])[CH2:39][CH2:40][CH2:41][NH2:42], predict the reaction product. The product is: [Cl:1][C:2]1[CH:23]=[CH:22][C:5]([C:6]([NH:8][C:9]2[CH:14]=[C:13]([N:15]3[CH2:20][CH2:19][O:18][CH2:17][CH2:16]3)[CH:12]=[C:11]([F:21])[CH:10]=2)=[O:7])=[CH:4][C:3]=1[NH:24][C:25](=[O:36])[C:26]1[CH:31]=[C:30]([NH:42][CH2:41][CH2:40][CH2:39][N:38]([CH3:43])[CH3:37])[CH:29]=[CH:28][C:27]=1[N+:33]([O-:35])=[O:34]. (3) Given the reactants C[O:2][C:3](=[O:31])[CH:4]([N:8]1[C:12](=[O:13])[CH:11]([CH2:14][O:15][CH2:16][C:17]2[CH:22]=[CH:21][C:20]([C:23]3[CH:28]=[CH:27][CH:26]=[C:25]([F:29])[CH:24]=3)=[CH:19][CH:18]=2)[NH:10][C:9]1=[O:30])[CH:5]([CH3:7])[CH3:6].Cl, predict the reaction product. The product is: [F:29][C:25]1[CH:24]=[C:23]([C:20]2[CH:19]=[CH:18][C:17]([CH2:16][O:15][CH2:14][CH:11]3[C:12](=[O:13])[N:8]([CH:4]([CH:5]([CH3:6])[CH3:7])[C:3]([OH:31])=[O:2])[C:9](=[O:30])[NH:10]3)=[CH:22][CH:21]=2)[CH:28]=[CH:27][CH:26]=1. (4) The product is: [CH3:1][O:2][C:3](=[O:15])[C:4]1[CH:9]=[CH:8][N:7]=[C:6]([S:10][C:11]2[C:21]3[C:20](=[CH:19][C:18]([Cl:17])=[CH:23][CH:22]=3)[NH:24][C:12]=2[CH3:13])[CH:5]=1. Given the reactants [CH3:1][O:2][C:3](=[O:15])[C:4]1[CH:9]=[CH:8][N:7]=[C:6]([S:10][CH2:11][C:12](=O)[CH3:13])[CH:5]=1.Cl.[Cl:17][C:18]1[CH:19]=[C:20]([NH:24]N)[CH:21]=[CH:22][CH:23]=1, predict the reaction product. (5) Given the reactants I[CH3:2].[CH2:3]([N:10]1[CH:16]2[CH2:17][CH2:18][CH:11]1[CH2:12][NH:13][CH2:14][CH2:15]2)[C:4]1[CH:9]=[CH:8][CH:7]=[CH:6][CH:5]=1, predict the reaction product. The product is: [CH2:3]([N:10]1[CH:16]2[CH2:17][CH2:18][CH:11]1[CH2:12][N:13]([CH3:2])[CH2:14][CH2:15]2)[C:4]1[CH:5]=[CH:6][CH:7]=[CH:8][CH:9]=1. (6) Given the reactants [CH2:1]([C:5]1[CH:10]=[CH:9][C:8]([C:11]#[C:12][C:13]2[CH:40]=[CH:39][C:16]([CH2:17][N:18]([C:26]3[CH:38]=[CH:37][C:29]4[O:30]C(C)(C)[O:32][C:33](=[O:34])[C:28]=4[CH:27]=3)[C:19](=[O:25])[CH2:20][C:21]([CH3:24])([CH3:23])[CH3:22])=[CH:15][CH:14]=2)=[CH:7][CH:6]=1)[CH2:2][CH2:3][CH3:4].[OH-].[Na+], predict the reaction product. The product is: [CH2:1]([C:5]1[CH:6]=[CH:7][C:8]([C:11]#[C:12][C:13]2[CH:40]=[CH:39][C:16]([CH2:17][N:18]([C:19](=[O:25])[CH2:20][C:21]([CH3:23])([CH3:22])[CH3:24])[C:26]3[CH:38]=[CH:37][C:29]([OH:30])=[C:28]([CH:27]=3)[C:33]([OH:34])=[O:32])=[CH:15][CH:14]=2)=[CH:9][CH:10]=1)[CH2:2][CH2:3][CH3:4]. (7) The product is: [F:4][C:2]([C:5]1[O:9][C:8]([CH2:10][N:11]2[CH:15]=[CH:14][C:13]([NH:16][C:27](=[O:28])/[CH:26]=[CH:25]/[C:22]3[CH:23]=[CH:24][C:19]([O:18][CH3:17])=[CH:20][CH:21]=3)=[N:12]2)=[CH:7][CH:6]=1)([F:1])[CH3:3]. Given the reactants [F:1][C:2]([C:5]1[O:9][C:8]([CH2:10][N:11]2[CH:15]=[CH:14][C:13]([NH2:16])=[N:12]2)=[CH:7][CH:6]=1)([F:4])[CH3:3].[CH3:17][O:18][C:19]1[CH:24]=[CH:23][C:22](/[CH:25]=[CH:26]/[C:27](O)=[O:28])=[CH:21][CH:20]=1, predict the reaction product. (8) Given the reactants Cl.[Cl:2][C:3]1[CH:8]=[CH:7][C:6]([C:9]2[N:13]([C:14]3[CH:19]=[CH:18][C:17]([Cl:20])=[CH:16][C:15]=3[Cl:21])[N:12]=[C:11]([C:22]([NH:24][NH:25]C(OC(C)(C)C)=O)=[O:23])[C:10]=2[CH3:33])=[CH:5][CH:4]=1, predict the reaction product. The product is: [Cl:2][C:3]1[CH:4]=[CH:5][C:6]([C:9]2[N:13]([C:14]3[CH:19]=[CH:18][C:17]([Cl:20])=[CH:16][C:15]=3[Cl:21])[N:12]=[C:11]([C:22]([NH:24][NH2:25])=[O:23])[C:10]=2[CH3:33])=[CH:7][CH:8]=1. (9) Given the reactants Br[C:2]1[C:3](=[O:21])[CH2:4][CH2:5][C:6]2([CH2:17][CH2:18][CH2:19][CH3:20])[C:14]=1[C:13]1[C:8](=[CH:9][C:10]([O:15][CH3:16])=[CH:11][CH:12]=1)[CH2:7]2.C([Sn](CCCC)(CCCC)[C:27]1[CH:32]=[CH:31][C:30]([O:33][CH2:34][O:35][CH3:36])=[CH:29][CH:28]=1)CCC, predict the reaction product. The product is: [CH2:17]([C:6]12[CH2:5][CH2:4][C:3](=[O:21])[C:2]([C:27]3[CH:32]=[CH:31][C:30]([O:33][CH2:34][O:35][CH3:36])=[CH:29][CH:28]=3)=[C:14]1[C:13]1[C:12](=[CH:11][C:10]([O:15][CH3:16])=[CH:9][CH:8]=1)[CH2:7]2)[CH2:18][CH2:19][CH3:20].